Task: Predict the reaction yield, written as a fraction of the theoretical maximum amount of product (1.0 means a 100% yield; for example, 0.34 means a 34% yield).. Dataset: Reaction yield outcomes from USPTO patents with 853,638 reactions (1) The reactants are [CH2:1]([C:7]1CCC(=O)[CH:8]=1)[CH2:2][CH2:3]CC=C.[CH2:13]1[CH2:17][O:16][CH2:15][CH2:14]1.C(C(Br)CCC[O:29][CH2:30][CH2:31][CH2:32][CH:33](Br)[CH2:34][C:35]1[CH:40]=CC=CC=1)C1C=CC=CC=1.C(OC1CCC(=O)C=1)C. The catalyst is C(OCC)(=O)C. The product is [CH2:17]([O:16][CH:15]([CH3:14])[CH2:40][CH2:35][C:34]1[C:30](=[O:29])[CH2:31][CH2:32][CH:33]=1)[C:13]1[CH:8]=[CH:7][CH:1]=[CH:2][CH:3]=1. The yield is 0.480. (2) The reactants are [Cl:1][C:2]1[CH:3]=[CH:4][C:5]([OH:11])=[C:6]([C:8](=O)[CH3:9])[CH:7]=1.[CH3:12][S:13]([C:16]1[CH:17]=[N:18][CH:19]=[C:20]([CH:25]=1)[C:21]([NH:23][NH2:24])=[O:22])(=[O:15])=[O:14]. The catalyst is CO.C(O)(=O)C. The product is [Cl:1][C:2]1[CH:3]=[CH:4][C:5]([OH:11])=[C:6](/[C:8](=[N:24]/[NH:23][C:21](=[O:22])[C:20]2[CH:25]=[C:16]([S:13]([CH3:12])(=[O:15])=[O:14])[CH:17]=[N:18][CH:19]=2)/[CH3:9])[CH:7]=1. The yield is 0.630. (3) The reactants are [Br:1][C:2]1[CH:3]=[C:4]([C:8]2[O:9][C:10]([CH3:16])=[C:11]([CH2:13][C:14]#N)[N:12]=2)[CH:5]=[CH:6][CH:7]=1.COCCO.[OH-:22].[K+].[OH2:24]. No catalyst specified. The yield is 0.600. The product is [Br:1][C:2]1[CH:3]=[C:4]([C:8]2[O:9][C:10]([CH3:16])=[C:11]([CH2:13][C:14]([OH:24])=[O:22])[N:12]=2)[CH:5]=[CH:6][CH:7]=1.